This data is from hERG potassium channel inhibition data for cardiac toxicity prediction from Karim et al.. The task is: Regression/Classification. Given a drug SMILES string, predict its toxicity properties. Task type varies by dataset: regression for continuous values (e.g., LD50, hERG inhibition percentage) or binary classification for toxic/non-toxic outcomes (e.g., AMES mutagenicity, cardiotoxicity, hepatotoxicity). Dataset: herg_karim. (1) The result is 1 (blocker). The compound is O=S(=O)(CCN1CCC(Cc2ccccc2)CC1)c1ccc(O)cc1. (2) The compound is CC1CCCN1CCc1ccc2nc(-c3c(C(F)(F)F)[nH]ccc3=O)ccc2c1. The result is 0 (non-blocker). (3) The compound is CN1C[C@@H]2C[C@H]1CN2c1ccc(-c2ccc3occc3c2)nc1. The result is 1 (blocker). (4) The drug is CCn1c(=O)n([C@@H]2CCN(CC3CCCCCCC3)C[C@H]2CO)c2ccccc21. The result is 1 (blocker). (5) The molecule is CN1CC(=O)C2C(Cc3c([nH]c4ccccc34)C2c2cccc3c2OCO3)C1=O. The result is 0 (non-blocker). (6) The drug is Cn1cnc(N)c2ncnc1-2. The result is 0 (non-blocker).